From a dataset of Forward reaction prediction with 1.9M reactions from USPTO patents (1976-2016). Predict the product of the given reaction. (1) Given the reactants ClC(Cl)(Cl)COC(=O)[NH:6][C:7]1[CH:12]=[CH:11][C:10]([S:13][C:14]2[CH:19]=[CH:18][C:17]([C:20](=[O:27])[NH:21][CH:22]3[CH2:26][CH2:25][CH2:24][CH2:23]3)=[CH:16][C:15]=2[NH:28][C:29]2[C:30]3[CH:38]=[CH:37][C:36]([CH:39]([CH3:41])[CH3:40])=[N:35][C:31]=3[N:32]=[CH:33][N:34]=2)=[CH:9][CH:8]=1.[OH-].[Na+].Cl, predict the reaction product. The product is: [NH2:6][C:7]1[CH:12]=[CH:11][C:10]([S:13][C:14]2[CH:19]=[CH:18][C:17]([C:20]([NH:21][CH:22]3[CH2:26][CH2:25][CH2:24][CH2:23]3)=[O:27])=[CH:16][C:15]=2[NH:28][C:29]2[C:30]3[CH:38]=[CH:37][C:36]([CH:39]([CH3:41])[CH3:40])=[N:35][C:31]=3[N:32]=[CH:33][N:34]=2)=[CH:9][CH:8]=1. (2) The product is: [N:4]1[CH:5]=[CH:6][CH:7]=[C:2]([C:10]#[C:9][CH2:8][OH:11])[CH:3]=1. Given the reactants Br[C:2]1[CH:3]=[N:4][CH:5]=[CH:6][CH:7]=1.[CH2:8]([OH:11])[C:9]#[CH:10], predict the reaction product.